The task is: Regression. Given two drug SMILES strings and cell line genomic features, predict the synergy score measuring deviation from expected non-interaction effect.. This data is from NCI-60 drug combinations with 297,098 pairs across 59 cell lines. (1) Drug 1: C1CCN(CC1)CCOC2=CC=C(C=C2)C(=O)C3=C(SC4=C3C=CC(=C4)O)C5=CC=C(C=C5)O. Drug 2: COC1=CC(=CC(=C1O)OC)C2C3C(COC3=O)C(C4=CC5=C(C=C24)OCO5)OC6C(C(C7C(O6)COC(O7)C8=CC=CS8)O)O. Cell line: M14. Synergy scores: CSS=15.7, Synergy_ZIP=-4.19, Synergy_Bliss=1.64, Synergy_Loewe=-11.4, Synergy_HSA=-0.339. (2) Drug 1: C1C(C(OC1N2C=C(C(=O)NC2=O)F)CO)O. Drug 2: CN1C2=C(C=C(C=C2)N(CCCl)CCCl)N=C1CCCC(=O)O.Cl. Cell line: HCC-2998. Synergy scores: CSS=33.1, Synergy_ZIP=-1.14, Synergy_Bliss=-2.58, Synergy_Loewe=-4.65, Synergy_HSA=-1.74. (3) Drug 1: C1CCC(C1)C(CC#N)N2C=C(C=N2)C3=C4C=CNC4=NC=N3. Drug 2: C1=CC(=CC=C1CCCC(=O)O)N(CCCl)CCCl. Cell line: TK-10. Synergy scores: CSS=19.0, Synergy_ZIP=-6.41, Synergy_Bliss=-2.16, Synergy_Loewe=-1.04, Synergy_HSA=-0.809. (4) Drug 1: CN1CCC(CC1)COC2=C(C=C3C(=C2)N=CN=C3NC4=C(C=C(C=C4)Br)F)OC. Drug 2: CC(CN1CC(=O)NC(=O)C1)N2CC(=O)NC(=O)C2. Cell line: CCRF-CEM. Synergy scores: CSS=62.0, Synergy_ZIP=0.439, Synergy_Bliss=-2.13, Synergy_Loewe=-2.48, Synergy_HSA=-2.04. (5) Drug 1: CC12CCC3C(C1CCC2O)C(CC4=C3C=CC(=C4)O)CCCCCCCCCS(=O)CCCC(C(F)(F)F)(F)F. Drug 2: C#CCC(CC1=CN=C2C(=N1)C(=NC(=N2)N)N)C3=CC=C(C=C3)C(=O)NC(CCC(=O)O)C(=O)O. Cell line: MDA-MB-435. Synergy scores: CSS=-0.595, Synergy_ZIP=0.378, Synergy_Bliss=0.381, Synergy_Loewe=-3.02, Synergy_HSA=-1.22. (6) Synergy scores: CSS=-2.79, Synergy_ZIP=6.20, Synergy_Bliss=-0.430, Synergy_Loewe=-3.37, Synergy_HSA=-1.79. Drug 1: CNC(=O)C1=CC=CC=C1SC2=CC3=C(C=C2)C(=NN3)C=CC4=CC=CC=N4. Cell line: T-47D. Drug 2: C1=NNC2=C1C(=O)NC=N2. (7) Synergy scores: CSS=17.9, Synergy_ZIP=-9.49, Synergy_Bliss=0.140, Synergy_Loewe=-3.72, Synergy_HSA=1.95. Drug 2: CN(CCCl)CCCl.Cl. Cell line: SK-MEL-5. Drug 1: CC1=C(N=C(N=C1N)C(CC(=O)N)NCC(C(=O)N)N)C(=O)NC(C(C2=CN=CN2)OC3C(C(C(C(O3)CO)O)O)OC4C(C(C(C(O4)CO)O)OC(=O)N)O)C(=O)NC(C)C(C(C)C(=O)NC(C(C)O)C(=O)NCCC5=NC(=CS5)C6=NC(=CS6)C(=O)NCCC[S+](C)C)O.